Dataset: Merck oncology drug combination screen with 23,052 pairs across 39 cell lines. Task: Regression. Given two drug SMILES strings and cell line genomic features, predict the synergy score measuring deviation from expected non-interaction effect. (1) Drug 1: C#Cc1cccc(Nc2ncnc3cc(OCCOC)c(OCCOC)cc23)c1. Drug 2: Cc1nc(Nc2ncc(C(=O)Nc3c(C)cccc3Cl)s2)cc(N2CCN(CCO)CC2)n1. Cell line: EFM192B. Synergy scores: synergy=52.4. (2) Drug 1: N.N.O=C(O)C1(C(=O)O)CCC1.[Pt]. Drug 2: Cn1c(=O)n(-c2ccc(C(C)(C)C#N)cc2)c2c3cc(-c4cnc5ccccc5c4)ccc3ncc21. Cell line: NCIH23. Synergy scores: synergy=42.2.